Dataset: Forward reaction prediction with 1.9M reactions from USPTO patents (1976-2016). Task: Predict the product of the given reaction. Given the reactants [CH3:1][O:2][CH2:3][C:4]1[CH:9]=[C:8]([Sn](CCCC)(CCCC)CCCC)[CH:7]=[CH:6][N:5]=1.Br[C:24]1[C:32]2[C:27](=[CH:28][CH:29]=[C:30]([N+:33]([O-:35])=[O:34])[CH:31]=2)[N:26]([C:36]([C:49]2[CH:54]=[CH:53][CH:52]=[CH:51][CH:50]=2)([C:43]2[CH:48]=[CH:47][CH:46]=[CH:45][CH:44]=2)[C:37]2[CH:42]=[CH:41][CH:40]=[CH:39][CH:38]=2)[N:25]=1.[F-].[Cs+], predict the reaction product. The product is: [CH3:1][O:2][CH2:3][C:4]1[CH:9]=[C:8]([C:24]2[C:32]3[C:27](=[CH:28][CH:29]=[C:30]([N+:33]([O-:35])=[O:34])[CH:31]=3)[N:26]([C:36]([C:49]3[CH:54]=[CH:53][CH:52]=[CH:51][CH:50]=3)([C:37]3[CH:38]=[CH:39][CH:40]=[CH:41][CH:42]=3)[C:43]3[CH:48]=[CH:47][CH:46]=[CH:45][CH:44]=3)[N:25]=2)[CH:7]=[CH:6][N:5]=1.